Dataset: Forward reaction prediction with 1.9M reactions from USPTO patents (1976-2016). Task: Predict the product of the given reaction. (1) Given the reactants [CH3:1][C@@H:2]1[NH:6][C:5](=[O:7])[NH:4][C:3]1=[O:8].[CH3:9][O:10][C:11]1[CH:18]=[CH:17][C:14]([CH2:15]Cl)=[CH:13][CH:12]=1, predict the reaction product. The product is: [CH3:9][O:10][C:11]1[CH:18]=[CH:17][C:14]([CH2:15][N:4]2[C:3](=[O:8])[C@H:2]([CH3:1])[NH:6][C:5]2=[O:7])=[CH:13][CH:12]=1. (2) Given the reactants [CH3:1][CH:2]([CH3:7])[CH2:3][CH2:4][C:5]#[N:6].[CH2:8]([C:12]1[C:13]([C:24]2[CH:25]=[C:26]3[C:31](=[CH:32][CH:33]=2)[CH:30]=[N:29][CH:28]=[CH:27]3)=[N:14][O:15][C:16]=1[NH:17][C:18](=O)OCC=C)[CH:9]([CH3:11])[CH3:10].C1C2[C:38](=CC(C3C=C(NC(=O)OCC=C)ON=3)=CC=2)[CH:37]=[CH:36]N=1.[C:56](#[N:58])C, predict the reaction product. The product is: [NH2:6][C@@H:5]([CH2:4][C:3]1[C:2]2[C:7](=[CH:36][CH:37]=[CH:38][CH:1]=2)[NH:58][CH:56]=1)[CH2:18][NH:17][C:16]1[O:15][N:14]=[C:13]([C:24]2[CH:25]=[C:26]3[C:31](=[CH:32][CH:33]=2)[CH:30]=[N:29][CH:28]=[CH:27]3)[C:12]=1[CH2:8][CH:9]([CH3:11])[CH3:10]. (3) Given the reactants [Cl:1][C:2]1[CH:3]=[C:4]([C:12]2[S:16][C:15]([C:17]3[CH:35]=[CH:34][C:20]4[CH2:21][CH2:22][N:23]([CH2:26][CH2:27][CH2:28][C:29]([O:31][CH2:32][CH3:33])=[O:30])[CH2:24][CH2:25][C:19]=4[CH:18]=3)=[N:14][CH:13]=2)[CH:5]=[CH:6][C:7]=1[O:8][CH:9]([CH3:11])[CH3:10].[OH-].[Na+].C(O)(=O)C, predict the reaction product. The product is: [Cl:1][C:2]1[CH:3]=[C:4]([C:12]2[S:16][C:15]([C:17]3[CH:35]=[CH:34][C:20]4[CH2:21][CH2:22][N:23]([CH2:26][CH2:27][CH2:28][C:29]([OH:31])=[O:30])[CH2:24][CH2:25][C:19]=4[CH:18]=3)=[N:14][CH:13]=2)[CH:5]=[CH:6][C:7]=1[O:8][CH:9]([CH3:11])[CH3:10].[CH3:33][CH2:32][O:31][C:29]([CH3:28])=[O:30]. (4) Given the reactants Cl[C:2]1[N:7]=[CH:6][C:5]2[N:8]=[CH:9][N:10]([CH:11]([CH3:13])[CH3:12])[C:4]=2[CH:3]=1.C(Cl)(Cl)Cl.CC1(C)C2C(=C(P(C3C=CC=CC=3)C3C=CC=CC=3)C=CC=2)OC2C(P(C3C=CC=CC=3)C3C=CC=CC=3)=CC=CC1=2.C([O-])([O-])=O.[Cs+].[Cs+].[CH:66]12[O:73][CH:70]([CH2:71][CH2:72]1)[CH2:69][N:68]([C:74]1[N:79]=[C:78]([NH2:80])[CH:77]=[CH:76][N:75]=1)[CH2:67]2, predict the reaction product. The product is: [CH:70]12[O:73][CH:66]([CH2:72][CH2:71]1)[CH2:67][N:68]([C:74]1[N:79]=[C:78]([NH:80][C:2]3[N:7]=[CH:6][C:5]4[N:8]=[CH:9][N:10]([CH:11]([CH3:13])[CH3:12])[C:4]=4[CH:3]=3)[CH:77]=[CH:76][N:75]=1)[CH2:69]2. (5) Given the reactants Br.[CH2:2]([CH:4]1[O:9][CH:8]([C:10]2[CH:15]=[CH:14][CH:13]=[C:12]([O:16]C)[CH:11]=2)[CH2:7][N:6]([CH2:18][CH2:19][CH3:20])[CH2:5]1)[CH3:3], predict the reaction product. The product is: [CH2:2]([CH:4]1[CH2:5][N:6]([CH2:18][CH2:19][CH3:20])[CH2:7][CH:8]([C:10]2[CH:11]=[C:12]([OH:16])[CH:13]=[CH:14][CH:15]=2)[O:9]1)[CH3:3].